This data is from Forward reaction prediction with 1.9M reactions from USPTO patents (1976-2016). The task is: Predict the product of the given reaction. (1) Given the reactants C1C=CC(P(C2C=CC=CC=2)C2C=CC=CC=2)=CC=1.CCN(CC)CC.[CH2:27]([C:30]1[N:31]=[C:32]([C:36]2[CH:41]=[CH:40][CH:39]=[CH:38][CH:37]=2)[O:33][C:34]=1[CH3:35])[CH:28]=[CH2:29].I[C:43]1[CH:58]=[CH:57][C:46]([O:47][C:48]2([C:52]([O:54][CH2:55][CH3:56])=[O:53])[CH2:51][CH2:50][CH2:49]2)=[CH:45][CH:44]=1, predict the reaction product. The product is: [CH3:35][C:34]1[O:33][C:32]([C:36]2[CH:41]=[CH:40][CH:39]=[CH:38][CH:37]=2)=[N:31][C:30]=1[CH2:27]/[CH:28]=[CH:29]/[C:43]1[CH:58]=[CH:57][C:46]([O:47][C:48]2([C:52]([O:54][CH2:55][CH3:56])=[O:53])[CH2:51][CH2:50][CH2:49]2)=[CH:45][CH:44]=1. (2) Given the reactants [F:1][C@H:2]([CH2:12][CH2:13][C:14]1[N:15]=[N:16][C:17]([I:20])=[CH:18][CH:19]=1)[CH2:3][N:4]1[CH:8]=[C:7]([C:9]([OH:11])=O)[N:6]=[N:5]1.[CH3:21][N:22](C(ON1N=NC2C=CC=NC1=2)=[N+](C)C)C.F[P-](F)(F)(F)(F)F.CCN(C(C)C)C(C)C.CN.C1COCC1, predict the reaction product. The product is: [F:1][C@H:2]([CH2:12][CH2:13][C:14]1[N:15]=[N:16][C:17]([I:20])=[CH:18][CH:19]=1)[CH2:3][N:4]1[CH:8]=[C:7]([C:9]([NH:22][CH3:21])=[O:11])[N:6]=[N:5]1. (3) Given the reactants [NH2:1][C:2]1[C:7]([C:8]([F:11])([F:10])[F:9])=[CH:6][CH:5]=[CH:4][C:3]=1[C:12]([C:14]1[CH:19]=[CH:18][CH:17]=[C:16]([O:20][C:21]2[CH:26]=[CH:25][C:24]([O:27][CH3:28])=[CH:23][CH:22]=2)[CH:15]=1)=O.F[C:30]1[C:35](C(F)(F)F)=[CH:34][CH:33]=[CH:32][C:31]=1[C:40]([C:42]1C=CC=C(OC2C=CC(OC)=CC=2)[CH:43]=1)=O, predict the reaction product. The product is: [CH2:40]([C:42]1[CH:43]=[N:1][C:2]2[C:3]([C:12]=1[C:14]1[CH:19]=[CH:18][CH:17]=[C:16]([O:20][C:21]3[CH:26]=[CH:25][C:24]([O:27][CH3:28])=[CH:23][CH:22]=3)[CH:15]=1)=[CH:4][CH:5]=[CH:6][C:7]=2[C:8]([F:11])([F:10])[F:9])[C:31]1[CH:32]=[CH:33][CH:34]=[CH:35][CH:30]=1. (4) The product is: [O:38]=[C:37]1[CH2:36][O:35][C:34]2[CH:25]=[CH:26][C:27]([B:6]([OH:10])[OH:7])=[CH:28][C:29]=2[NH:30]1. Given the reactants C([O-])(=O)C.[K+].[B:6]1(B2OC(C)(C)C(C)(C)O2)[O:10]C(C)(C)C(C)(C)[O:7]1.Br[C:25]1C=C[C:28]([C:29]#[N:30])=[C:27](C)[CH:26]=1.[CH3:34][O:35][CH2:36][CH2:37][O:38]C, predict the reaction product. (5) Given the reactants C([O:8][C:9]1[CH:10]=[C:11]2[C:15](=[CH:16][CH:17]=1)[N:14]([CH:18]([CH3:20])[CH3:19])[C:13]([C:21]([OH:23])=[O:22])=[CH:12]2)C1C=CC=CC=1, predict the reaction product. The product is: [OH:8][C:9]1[CH:10]=[C:11]2[C:15](=[CH:16][CH:17]=1)[N:14]([CH:18]([CH3:20])[CH3:19])[C:13]([C:21]([OH:23])=[O:22])=[CH:12]2. (6) Given the reactants CN(C(ON1N=NC2C=CC=NC1=2)=[N+](C)C)C.F[P-](F)(F)(F)(F)F.[F:25][C:26]1[CH:27]=[C:28]([NH:37][C:38]([C@@H:40]2[NH:49][CH2:48][CH2:47][C:46]3[N:45]=[C:44]([O:50][CH3:51])[CH:43]=[CH:42][C:41]2=3)=[O:39])[CH:29]=[C:30]2[C:34]=1[C:33]([CH3:36])([CH3:35])[CH2:32][CH2:31]2.CCN(C(C)C)C(C)C.[C@H:61]1([C:68](O)=[O:69])[CH2:64][C@@H:63]([C:65]([OH:67])=[O:66])[CH2:62]1, predict the reaction product. The product is: [F:25][C:26]1[CH:27]=[C:28]([NH:37][C:38]([C@@H:40]2[N:49]([C:68]([C@@H:61]3[CH2:64][C@H:63]([C:65]([OH:67])=[O:66])[CH2:62]3)=[O:69])[CH2:48][CH2:47][C:46]3[N:45]=[C:44]([O:50][CH3:51])[CH:43]=[CH:42][C:41]2=3)=[O:39])[CH:29]=[C:30]2[C:34]=1[C:33]([CH3:35])([CH3:36])[CH2:32][CH2:31]2. (7) Given the reactants [CH3:1][S:2]([C:5]1[CH:6]=[C:7]2[C:11](=[CH:12][CH:13]=1)[N:10]([C:14]1[N:19]=[CH:18][C:17]([O:20][CH:21]3[CH2:26][CH2:25][N:24]([C:27](OC(C)(C)C)=O)[CH2:23][CH2:22]3)=[CH:16][CH:15]=1)[CH:9]=[CH:8]2)(=[O:4])=[O:3].C([N:36](CC)CC)C.N#CBr, predict the reaction product. The product is: [CH3:1][S:2]([C:5]1[CH:6]=[C:7]2[C:11](=[CH:12][CH:13]=1)[N:10]([C:14]1[N:19]=[CH:18][C:17]([O:20][CH:21]3[CH2:26][CH2:25][N:24]([C:27]#[N:36])[CH2:23][CH2:22]3)=[CH:16][CH:15]=1)[CH:9]=[CH:8]2)(=[O:3])=[O:4].